Dataset: Forward reaction prediction with 1.9M reactions from USPTO patents (1976-2016). Task: Predict the product of the given reaction. (1) Given the reactants Cl[C:2]1[C:7]([N+:8]([O-:10])=[O:9])=[C:6]([Cl:11])[N:5]=[CH:4][N:3]=1.[CH3:12][O:13][C:14]1[CH:19]=[CH:18][C:17]([NH2:20])=[CH:16][CH:15]=1.C(N(CC)CC)C, predict the reaction product. The product is: [Cl:11][C:6]1[N:5]=[CH:4][N:3]=[C:2]([NH:20][C:17]2[CH:18]=[CH:19][C:14]([O:13][CH3:12])=[CH:15][CH:16]=2)[C:7]=1[N+:8]([O-:10])=[O:9]. (2) Given the reactants [CH2:1]([N:8]([CH2:23][C:24](=[O:26])[CH3:25])[C:9]([CH:11]1[C:14]2[CH:15]=[CH:16][CH:17]=[C:18]([C:19]([F:22])([F:21])[F:20])[C:13]=2[CH2:12]1)=[O:10])[C:2]1[CH:7]=[CH:6][CH:5]=[CH:4][CH:3]=1, predict the reaction product. The product is: [CH2:1]([N:8]1[C:9](=[O:10])[C@@H:11]2[C:14]3[CH:15]=[CH:16][CH:17]=[C:18]([C:19]([F:21])([F:20])[F:22])[C:13]=3[CH2:12][O:26][C@@:24]2([CH3:25])[CH2:23]1)[C:2]1[CH:7]=[CH:6][CH:5]=[CH:4][CH:3]=1. (3) Given the reactants [F:1][C:2]1([F:25])[CH2:7][CH2:6][C:5]([CH2:9][NH:10][C:11]([C:13]2[C:14]3[CH:15]=[CH:16][C:17](Cl)=[N:18][C:19]=3[CH:20]=[CH:21][C:22]=2[Cl:23])=[O:12])([OH:8])[CH2:4][CH2:3]1.[CH3:26][O:27][CH2:28][CH2:29][CH2:30][OH:31], predict the reaction product. The product is: [F:1][C:2]1([F:25])[CH2:7][CH2:6][C:5]([CH2:9][NH:10][C:11]([C:13]2[C:14]3[CH:15]=[CH:16][C:17]([O:31][CH2:30][CH2:29][CH2:28][O:27][CH3:26])=[N:18][C:19]=3[CH:20]=[CH:21][C:22]=2[Cl:23])=[O:12])([OH:8])[CH2:4][CH2:3]1. (4) The product is: [CH:27]1([C:31]([NH:24][C:3]2[CH:4]=[C:5]([CH:8]3[C:17]([CH3:19])([CH3:18])[CH2:16][C:15]4[C:10](=[CH:11][CH:12]=[C:13]([C:20]([O:22][CH3:23])=[O:21])[CH:14]=4)[NH:9]3)[CH:6]=[CH:7][C:2]=2[F:1])=[O:32])[CH2:30][CH2:29][CH2:28]1. Given the reactants [F:1][C:2]1[CH:7]=[CH:6][C:5]([CH:8]2[C:17]([CH3:19])([CH3:18])[CH2:16][C:15]3[C:10](=[CH:11][CH:12]=[C:13]([C:20]([O:22][CH3:23])=[O:21])[CH:14]=3)[NH:9]2)=[CH:4][C:3]=1[N+:24]([O-])=O.[CH:27]1([C:31](O)=[O:32])[CH2:30][CH2:29][CH2:28]1.C(N(CC)C(C)C)(C)C.P(Cl)(Cl)(Cl)=O, predict the reaction product.